Dataset: Reaction yield outcomes from USPTO patents with 853,638 reactions. Task: Predict the reaction yield, written as a fraction of the theoretical maximum amount of product (1.0 means a 100% yield; for example, 0.34 means a 34% yield). (1) The yield is 0.330. No catalyst specified. The reactants are [CH3:1][O:2][C:3]1[CH:4]=[C:5]([C:9](=[O:11])[CH3:10])[CH:6]=[CH:7][CH:8]=1.C(O)(=O)C.[Br:16]Br. The product is [Br:16][CH2:10][C:9]([C:5]1[CH:6]=[CH:7][CH:8]=[C:3]([O:2][CH3:1])[CH:4]=1)=[O:11]. (2) The reactants are [F:1][C:2]1[CH:7]=[CH:6][C:5]([C:8](=[O:38])[CH2:9][N:10]2[C:15](=[O:16])[C:14]([CH2:17][C:18]3[CH:23]=[CH:22][C:21]([C:24]4[C:25]([C:30]#[N:31])=[CH:26][CH:27]=[CH:28][CH:29]=4)=[CH:20][CH:19]=3)=[C:13]([CH2:32][CH2:33][CH3:34])[N:12]3[N:35]=[CH:36][N:37]=[C:11]23)=[CH:4][CH:3]=1.[BH4-].[Na+]. The catalyst is CO. The product is [F:1][C:2]1[CH:7]=[CH:6][C:5]([CH:8]([OH:38])[CH2:9][N:10]2[C:15](=[O:16])[C:14]([CH2:17][C:18]3[CH:23]=[CH:22][C:21]([C:24]4[C:25]([C:30]#[N:31])=[CH:26][CH:27]=[CH:28][CH:29]=4)=[CH:20][CH:19]=3)=[C:13]([CH2:32][CH2:33][CH3:34])[N:12]3[N:35]=[CH:36][N:37]=[C:11]23)=[CH:4][CH:3]=1. The yield is 1.00. (3) The yield is 0.410. The product is [F:20][C:19]([F:21])([F:22])[O:18][C:14]1[CH:13]=[C:12]([CH2:8][CH2:7][CH2:6][C:5]([O:4][CH2:2][CH3:3])=[O:10])[CH:17]=[CH:16][CH:15]=1. The catalyst is C1COCC1.C1C=CC(P(C2C=CC=CC=2)[C-]2C=CC=C2)=CC=1.C1C=CC(P(C2C=CC=CC=2)[C-]2C=CC=C2)=CC=1.Cl[Pd]Cl.[Fe+2]. The reactants are [Br-].[CH2:2]([O:4][C:5](=[O:10])[CH2:6][CH2:7][CH2:8][Zn+])[CH3:3].Br[C:12]1[CH:17]=[CH:16][CH:15]=[C:14]([O:18][C:19]([F:22])([F:21])[F:20])[CH:13]=1. (4) The reactants are [Br:1][CH2:2][C:3]1[C:8]2[S:9][C:10]3[C:15]([CH2:16]Br)=[CH:14][CH:13]=[CH:12][C:11]=3[C:7]=2[CH:6]=[CH:5][CH:4]=1.[NH2:18][C:19]([NH2:21])=[S:20]. The catalyst is C(O)C. The product is [BrH:1].[BrH:1].[C:19]([S:20][CH2:2][C:3]1[C:8]2[S:9][C:10]3[C:15]([CH2:16][S:20][C:19](=[NH:18])[NH2:21])=[CH:14][CH:13]=[CH:12][C:11]=3[C:7]=2[CH:6]=[CH:5][CH:4]=1)(=[NH:21])[NH2:18]. The yield is 0.840.